This data is from Reaction yield outcomes from USPTO patents with 853,638 reactions. The task is: Predict the reaction yield, written as a fraction of the theoretical maximum amount of product (1.0 means a 100% yield; for example, 0.34 means a 34% yield). (1) The reactants are [CH3:1][N:2]1[C:6]([C:7]2[CH:8]=[C:9]([C:13]([OH:15])=O)[S:10][C:11]=2[CH3:12])=[C:5]([CH3:16])[CH:4]=[N:3]1.[NH2:17][C@@H:18]([CH2:31][C:32]1[CH:37]=[CH:36][C:35]([F:38])=[CH:34][CH:33]=1)[CH2:19][N:20]1[C:28](=[O:29])[C:27]2[C:22](=[CH:23][CH:24]=[CH:25][CH:26]=2)[C:21]1=[O:30].CC(OC(N[C@H](C(O)=O)CC1C=CC=CC=1C(F)(F)F)=O)(C)C.C1CN([P+](Br)(N2CCCC2)N2CCCC2)CC1.F[P-](F)(F)(F)(F)F.CCN(C(C)C)C(C)C. The yield is 0.240. The catalyst is C(Cl)(Cl)Cl. The product is [CH3:1][N:2]1[C:6]([C:7]2[CH:8]=[C:9]([C:13]([NH:17][C@@H:18]([CH2:31][C:32]3[CH:33]=[CH:34][C:35]([F:38])=[CH:36][CH:37]=3)[CH2:19][N:20]3[C:28](=[O:29])[C:27]4[C:22](=[CH:23][CH:24]=[CH:25][CH:26]=4)[C:21]3=[O:30])=[O:15])[S:10][C:11]=2[CH3:12])=[C:5]([CH3:16])[CH:4]=[N:3]1. (2) The reactants are [Cl:1][C:2]1[C:7]([C:8]([O:10][CH2:11][CH3:12])=[O:9])=[C:6](Cl)[CH:5]=[C:4]([CH3:14])[N:3]=1.[CH3:15][C:16]([CH3:21])([CH3:20])[CH2:17][CH2:18][NH2:19]. The catalyst is C(O)C.C(OCC)(=O)C. The product is [Cl:1][C:2]1[C:7]([C:8]([O:10][CH2:11][CH3:12])=[O:9])=[C:6]([NH:19][CH2:18][CH2:17][C:16]([CH3:21])([CH3:20])[CH3:15])[CH:5]=[C:4]([CH3:14])[N:3]=1. The yield is 0.800.